This data is from Full USPTO retrosynthesis dataset with 1.9M reactions from patents (1976-2016). The task is: Predict the reactants needed to synthesize the given product. (1) Given the product [ClH:26].[N:1]12[CH2:7][CH2:6][CH:5]([CH2:8][CH2:9]1)[N:4]([C:10]1[N:15]=[CH:14][C:13]([NH:16][C:24](=[O:25])[CH2:23][C:17]3[CH:22]=[CH:21][CH:20]=[CH:19][CH:18]=3)=[CH:12][N:11]=1)[CH2:3][CH2:2]2, predict the reactants needed to synthesize it. The reactants are: [N:1]12[CH2:9][CH2:8][CH:5]([CH2:6][CH2:7]1)[N:4]([C:10]1[N:15]=[CH:14][C:13]([NH2:16])=[CH:12][N:11]=1)[CH2:3][CH2:2]2.[C:17]1([CH2:23][C:24]([Cl:26])=[O:25])[CH:22]=[CH:21][CH:20]=[CH:19][CH:18]=1.C(OCC)C.Cl. (2) The reactants are: [OH:1][C:2]1[CH:7]=[CH:6][C:5]([C:8](=[O:24])[CH2:9][N:10]2[CH2:14][CH:13]3[CH2:15][CH:16]([C:18]4[CH:23]=[CH:22][CH:21]=[CH:20][CH:19]=4)[CH2:17][CH:12]3[CH2:11]2)=[CH:4][CH:3]=1.[BH4-].[Na+]. Given the product [OH:24][CH:8]([C:5]1[CH:6]=[CH:7][C:2]([OH:1])=[CH:3][CH:4]=1)[CH2:9][N:10]1[CH2:14][CH:13]2[CH2:15][CH:16]([C:18]3[CH:23]=[CH:22][CH:21]=[CH:20][CH:19]=3)[CH2:17][CH:12]2[CH2:11]1, predict the reactants needed to synthesize it.